Dataset: Catalyst prediction with 721,799 reactions and 888 catalyst types from USPTO. Task: Predict which catalyst facilitates the given reaction. Reactant: [CH2:1]([NH2:8])[C:2]1[CH:7]=[CH:6][CH:5]=[CH:4][CH:3]=1.O1[CH2:13][CH2:12][CH2:11][CH2:10]1. Product: [CH2:1]([N:8]1[CH2:4][C:3]2[C:11](=[CH:12][CH:13]=[CH:1][CH:2]=2)[CH2:10]1)[C:2]1[CH:7]=[CH:6][CH:5]=[CH:4][CH:3]=1. The catalyst class is: 66.